Dataset: Forward reaction prediction with 1.9M reactions from USPTO patents (1976-2016). Task: Predict the product of the given reaction. (1) Given the reactants Cl[C:2]1[CH:7]=[CH:6][N:5]2[CH:8]=[CH:9][N:10]=[C:4]2[CH:3]=1.[F:11][C:12]1[CH:17]=[CH:16][C:15](B(O)O)=[CH:14][CH:13]=1.C(=O)([O-])[O-].[K+].[K+], predict the reaction product. The product is: [F:11][C:12]1[CH:17]=[CH:16][C:15]([C:2]2[CH:7]=[CH:6][N:5]3[CH:8]=[CH:9][N:10]=[C:4]3[CH:3]=2)=[CH:14][CH:13]=1. (2) The product is: [CH3:1][S:2]([C:5]1[CH:6]=[CH:7][C:8]([C:11]2[C:12]([O:22][C:23]3[CH:28]=[CH:27][C:26]([O:29][CH2:30][CH2:31][N:32]4[CH2:37][CH2:36][CH2:35][CH2:34][CH2:33]4)=[CH:25][CH:24]=3)=[C:13]3[C:18](=[CH:19][CH:20]=2)[CH:17]=[C:16]([O:21][C:38](=[O:45])[C:39]2[CH:44]=[CH:43][CH:42]=[CH:41][CH:40]=2)[CH:15]=[CH:14]3)=[CH:9][CH:10]=1)(=[O:4])=[O:3]. Given the reactants [CH3:1][S:2]([C:5]1[CH:10]=[CH:9][C:8]([C:11]2[C:12]([O:22][C:23]3[CH:28]=[CH:27][C:26]([O:29][CH2:30][CH2:31][N:32]4[CH2:37][CH2:36][CH2:35][CH2:34][CH2:33]4)=[CH:25][CH:24]=3)=[C:13]3[C:18](=[CH:19][CH:20]=2)[CH:17]=[C:16]([OH:21])[CH:15]=[CH:14]3)=[CH:7][CH:6]=1)(=[O:4])=[O:3].[C:38](Cl)(=[O:45])[C:39]1[CH:44]=[CH:43][CH:42]=[CH:41][CH:40]=1, predict the reaction product. (3) Given the reactants C(O[C:6]([N:8]1[CH2:15][C:14](=[CH2:16])[CH2:13][C@H:9]1[C:10]([OH:12])=O)=[O:7])(C)(C)C.[C:17]1([C:26]2[CH:31]=[CH:30][CH:29]=[CH:28][CH:27]=2)[CH:22]=[CH:21][C:20](C(Cl)=O)=[CH:19][CH:18]=1.[N:32]1[C:41]2[C:36](=[CH:37][C:38]([NH2:42])=[CH:39][CH:40]=2)[CH:35]=[CH:34][CH:33]=1, predict the reaction product. The product is: [C:26]1([C:17]2[CH:18]=[CH:19][CH:20]=[CH:21][CH:22]=2)[CH:27]=[CH:28][C:29]([C:6]([N:8]2[CH2:15][C:14](=[CH2:16])[CH2:13][C@H:9]2[C:10]([NH:42][C:38]2[CH:37]=[C:36]3[C:41](=[CH:40][CH:39]=2)[N:32]=[CH:33][CH:34]=[CH:35]3)=[O:12])=[O:7])=[CH:30][CH:31]=1.